This data is from Reaction yield outcomes from USPTO patents with 853,638 reactions. The task is: Predict the reaction yield, written as a fraction of the theoretical maximum amount of product (1.0 means a 100% yield; for example, 0.34 means a 34% yield). (1) The reactants are [CH3:1][C:2]([O:5][C@H:6]([CH3:32])[C@@H:7]([C:28]([O:30][CH3:31])=[O:29])[NH:8][C:9]([C:11]1[CH:16]=[CH:15][C:14]([C:17]2[CH:22]=[CH:21][CH:20]=[CH:19][C:18]=2[O:23][CH3:24])=[CH:13][C:12]=1[N+:25]([O-])=O)=[O:10])([CH3:4])[CH3:3]. The catalyst is [Pd].C(O)C. The product is [NH2:25][C:12]1[CH:13]=[C:14]([C:17]2[CH:22]=[CH:21][CH:20]=[CH:19][C:18]=2[O:23][CH3:24])[CH:15]=[CH:16][C:11]=1[C:9]([NH:8][C@H:7]([C:28]([O:30][CH3:31])=[O:29])[C@@H:6]([CH3:32])[O:5][C:2]([CH3:1])([CH3:3])[CH3:4])=[O:10]. The yield is 0.720. (2) The product is [CH:23]([CH:12]1[NH:11][C:15](=[O:16])[C:14]([CH3:21])([CH3:20])[C:13]1=[O:22])([CH3:25])[CH3:24]. The catalyst is CO.[C].[Pd]. The reactants are C(OC([NH:11][CH:12]([CH:23]([CH3:25])[CH3:24])[C:13](=[O:22])[C:14]([CH3:21])([CH3:20])[C:15](OCC)=[O:16])=O)C1C=CC=CC=1. The yield is 0.760. (3) The reactants are [NH2:1][C:2](=[O:40])[CH2:3][NH:4][C:5]1[N:6]([CH3:39])[C:7](=[O:38])[C:8]2[C:13]([C:14]3[CH:19]=[CH:18][CH:17]=[CH:16][CH:15]=3)=[C:12]([C:20]3[CH:25]=[CH:24][C:23]([C:26]4([NH:30]C(=O)OC(C)(C)C)[CH2:29][CH2:28][CH2:27]4)=[CH:22][CH:21]=3)[O:11][C:9]=2[N:10]=1.C(O)(C(F)(F)F)=O. The catalyst is C(Cl)Cl. The product is [NH2:30][C:26]1([C:23]2[CH:24]=[CH:25][C:20]([C:12]3[O:11][C:9]4[N:10]=[C:5]([NH:4][CH2:3][C:2]([NH2:1])=[O:40])[N:6]([CH3:39])[C:7](=[O:38])[C:8]=4[C:13]=3[C:14]3[CH:15]=[CH:16][CH:17]=[CH:18][CH:19]=3)=[CH:21][CH:22]=2)[CH2:27][CH2:28][CH2:29]1. The yield is 0.300. (4) The reactants are [Cl:1][C:2]1[CH:7]=[CH:6][C:5]([C@H:8]([C:21](=[O:43])[N:22]2[CH2:27][CH2:26][N:25]([C:28]3[C:33]([C:34]4[CH:39]=[CH:38][CH:37]=[CH:36][CH:35]=4)=[CH:32][N:31]=[C:30]4[NH:40][CH:41]=[CH:42][C:29]=34)[CH2:24][CH2:23]2)[CH2:9][N:10]([CH:18]([CH3:20])[CH3:19])C(=O)OC(C)(C)C)=[CH:4][CH:3]=1.C(O)(C(F)(F)F)=O.C1(N)C(F)=C(F)C(F)=C(N)C=1F.Cl.Cl. The catalyst is C(Cl)Cl. The product is [Cl:1][C:2]1[CH:7]=[CH:6][C:5]([C@@H:8]([CH2:9][NH:10][CH:18]([CH3:20])[CH3:19])[C:21]([N:22]2[CH2:23][CH2:24][N:25]([C:28]3[C:33]([C:34]4[CH:39]=[CH:38][CH:37]=[CH:36][CH:35]=4)=[CH:32][N:31]=[C:30]4[NH:40][CH:41]=[CH:42][C:29]=34)[CH2:26][CH2:27]2)=[O:43])=[CH:4][CH:3]=1. The yield is 0.400. (5) The reactants are [N:1]1[CH:6]=[CH:5][C:4]([C:7](=O)[CH2:8][C:9](=O)[C:10]([F:13])([F:12])[F:11])=[CH:3][CH:2]=1.C(C1C=CN=CC=1)(=O)C.[NH2:25][C:26]1[N:27]=[CH:28][NH:29][C:30]=1[C:31]#[N:32]. No catalyst specified. The product is [N:1]1[CH:6]=[CH:5][C:4]([C:7]2[CH:8]=[C:9]([C:10]([F:13])([F:12])[F:11])[N:27]3[CH:28]=[N:29][C:30]([C:31]#[N:32])=[C:26]3[N:25]=2)=[CH:3][CH:2]=1. The yield is 0.270. (6) The reactants are [CH:1]1([NH:4][C:5](=[O:37])[C:6]2[CH:11]=[CH:10][C:9]([C:12]3[N:16]4[N:17]=[C:18]([S:28][C:29]5[CH:34]=[CH:33][CH:32]=[C:31]([F:35])[CH:30]=5)[CH:19]=[C:20]([NH:21][CH2:22][CH2:23][C:24]([F:27])([F:26])[F:25])[C:15]4=[N:14][CH:13]=3)=[CH:8][C:7]=2[CH3:36])[CH2:3][CH2:2]1.C(#N)C1C=CN=CC=1.OO.S([O-])([O-])(=[O:50])=S.[Na+].[Na+]. The catalyst is ClCCl.C[Re](=O)(=O)=O. The product is [CH:1]1([NH:4][C:5](=[O:37])[C:6]2[CH:11]=[CH:10][C:9]([C:12]3[N:16]4[N:17]=[C:18]([S:28]([C:29]5[CH:34]=[CH:33][CH:32]=[C:31]([F:35])[CH:30]=5)=[O:50])[CH:19]=[C:20]([NH:21][CH2:22][CH2:23][C:24]([F:26])([F:27])[F:25])[C:15]4=[N:14][CH:13]=3)=[CH:8][C:7]=2[CH3:36])[CH2:2][CH2:3]1. The yield is 0.0800. (7) The reactants are [NH2:1][C:2]1[N:7]=[C:6]([Cl:8])[CH:5]=[C:4](Cl)[N:3]=1.[F:10][C:11]1[CH:12]=[C:13]([CH:15]=[CH:16][C:17]=1[S:18][C:19]1[CH:24]=[CH:23][N:22]=[CH:21][CH:20]=1)[NH2:14].[OH-].[NH4+]. The catalyst is O.Cl. The product is [NH2:1][C:2]1[N:3]=[C:4]([NH:14][C:13]2[CH:15]=[CH:16][C:17]([S:18][C:19]3[CH:24]=[CH:23][N:22]=[CH:21][CH:20]=3)=[C:11]([F:10])[CH:12]=2)[CH:5]=[C:6]([Cl:8])[N:7]=1. The yield is 0.470. (8) The reactants are [Br:1][C:2]1[CH:3]=[N:4][C:5]2[N:6]([N:8]=[C:9]([C:11]([OH:13])=O)[CH:10]=2)[CH:7]=1.[CH3:14][CH:15]1[C:24]2[C:19](=[CH:20][CH:21]=[C:22]([CH3:25])[CH:23]=2)[CH2:18][CH2:17][NH:16]1. No catalyst specified. The product is [Br:1][C:2]1[CH:3]=[N:4][C:5]2[N:6]([N:8]=[C:9]([C:11]([N:16]3[CH2:17][CH2:18][C:19]4[C:24](=[CH:23][C:22]([CH3:25])=[CH:21][CH:20]=4)[CH:15]3[CH3:14])=[O:13])[CH:10]=2)[CH:7]=1. The yield is 0.550. (9) The reactants are [Cl:1][C:2]1[CH:7]=[CH:6][C:5]([S:8]([CH2:11][C:12]2[CH:17]=[CH:16][N:15]=[CH:14][CH:13]=2)(=[O:10])=[O:9])=[CH:4][CH:3]=1.[CH3:18][N:19]([CH3:23])[CH2:20][CH2:21]O.C(C=P(CCCC)(CCCC)CCCC)#N. The catalyst is C1(C)C=CC=CC=1. The product is [Cl:1][C:2]1[CH:3]=[CH:4][C:5]([S:8]([CH:11]([C:12]2[CH:13]=[CH:14][N:15]=[CH:16][CH:17]=2)[CH2:21][CH2:20][N:19]([CH3:23])[CH3:18])(=[O:9])=[O:10])=[CH:6][CH:7]=1. The yield is 0.550.